This data is from TCR-epitope binding with 47,182 pairs between 192 epitopes and 23,139 TCRs. The task is: Binary Classification. Given a T-cell receptor sequence (or CDR3 region) and an epitope sequence, predict whether binding occurs between them. (1) The epitope is SFHSLHLLF. The TCR CDR3 sequence is CASSLGLAGTDTQYF. Result: 0 (the TCR does not bind to the epitope). (2) The epitope is NLNESLIDL. The TCR CDR3 sequence is CATSDPNRSSGNEQFF. Result: 0 (the TCR does not bind to the epitope). (3) The epitope is EPLPQGQLTAY. The TCR CDR3 sequence is CANSQPGGIEQFF. Result: 1 (the TCR binds to the epitope). (4) The epitope is SGPLKAEIAQRLED. The TCR CDR3 sequence is CASSLSPSTGRVEQYF. Result: 0 (the TCR does not bind to the epitope). (5) The epitope is FLNGSCGSV. The TCR CDR3 sequence is CASNDLNTGELFF. Result: 0 (the TCR does not bind to the epitope). (6) The epitope is KLSYGIATV. The TCR CDR3 sequence is CSVVKRTLYNEQFF. Result: 1 (the TCR binds to the epitope).